From a dataset of Forward reaction prediction with 1.9M reactions from USPTO patents (1976-2016). Predict the product of the given reaction. Given the reactants C(CC1C=CC(C[CH2:10][CH2:11][NH:12][C:13]2[CH:18]=[C:17]([O:19][CH3:20])[CH:16]=[CH:15][C:14]=2[C@@H:21]2[CH2:30][CH2:29][C:28]3[CH:27]=[C:26]([O:31]C(=O)C(C)(C)C)[CH:25]=[CH:24][C:23]=3[CH2:22]2)=CC=1)(O)=O.[CH3:40][CH:41]1[CH2:46][CH2:45][NH:44][CH2:43][CH2:42]1, predict the reaction product. The product is: [CH2:11]([N:12]([CH2:27][C:28]1[CH:29]=[CH:30][C:21]([CH2:14][CH2:13][N:44]2[CH2:45][CH2:46][CH:41]([CH3:40])[CH2:42][CH2:43]2)=[CH:22][CH:23]=1)[C:13]1[CH:18]=[C:17]([O:19][CH3:20])[CH:16]=[CH:15][C:14]=1[C@@H:21]1[CH2:30][CH2:29][C:28]2[CH:27]=[C:26]([OH:31])[CH:25]=[CH:24][C:23]=2[CH2:22]1)[CH3:10].